From a dataset of Experimentally validated miRNA-target interactions with 360,000+ pairs, plus equal number of negative samples. Binary Classification. Given a miRNA mature sequence and a target amino acid sequence, predict their likelihood of interaction. (1) Result: 0 (no interaction). The miRNA is hsa-miR-8088 with sequence CCUCGGUACUGGAAAGGGGUA. The protein sequence of the target gene is MVSLPRLCALWGCLLTAVHLGQCVTCSDKQYLHDGQCCDLCQPGSRLTSHCTALEKTQCHPCDSGEFSAQWNREIRCHQHRHCEPNQGLRVKKEGTAESDTVCTCKEGQHCTSKDCEACAQHTPCIPGFGVMEMATETTDTVCHPCPVGFFSNQSSLFEKCYPWTSCEDKNLEVLQKGTSQTNVICGLKSRMRALLVIPVVMGILITIFGVFLYIKKVVKKPKDNEILPPAARRQDPQEMEDYPGHNTAAPVQETLHGCQPVTQEDGKESRISVQERQVTDSIALRPLV. (2) The miRNA is hsa-miR-4447 with sequence GGUGGGGGCUGUUGUUU. The protein sequence of the target gene is MSQDNDTLMRDILGHELAAMRLQKLEQQRRLFEKKQRQKRQELLMVQANPDASPWLWRSCLREERLLGDRGLGNPFLRKKVSEAHLPSGIHSALGTVSCGGDGRGERGLPTPRTEAVFRNLGLQSPFLSWLPDNSDAELEEVSVENGSVSPPPFKQSPRIRRKGWQAHQRPGTRAEGESDSQDMGDAHKSPNMGPNPGMDGDCVYENLAFQKEEDLEKKREASESTGTNSSAAHNEELSKALKGEGGTDSDHMRHEASLAIRSPCPGLEEDMEAYVLRPALPGTMMQCYLTRDKHGVDKG.... Result: 0 (no interaction). (3) The miRNA is rno-miR-200b-5p with sequence CAUCUUACUGGGCAGCAUUGGA. The protein sequence of the target gene is MVDYSVWDHIEVSDDEDETHPNIDTASLFRWRHQARVERMEQFQKEKEELDRGCRECKRKVAECQRKLKELEVAESDGQVELERLRAEAQQLRKEERSWEQKLEDMRKKEKNMPWNVDTLSKDGFSKSMVNTKPEKAEEDSEEAREQKHKTFVEKYEKQIKHFGMLHRWDDSQKYLSDNVHLVCEETANYLVIWCIDLEVEEKCALMEQVAHQTMVMQFILELAKSLKVDPRACFRQFFTKIKTADHQYMEGFKYELEAFKERVRGRAKLRIEKAMKEYEEEERKKRLGPGGLDPVEVYE.... Result: 0 (no interaction). (4) The miRNA is hsa-miR-5196-5p with sequence AGGGAAGGGGACGAGGGUUGGG. The protein sequence of the target gene is MMGQNQTSISDFLLLGLPIQPEQQNLCYALFLAMYLTTLLGNLLIIVLIRLDSHLHTPMYLFLSNLSFSDLCFSSVTIPKLLQNMQNQDPSIPYADCLTQMYFFLLFGDLESFLLVAMAYDRYVAICFPLHYTAIMSPMLCLALVALSWVLTTFHAMLHTLLMARLCFCADNVIPHFFCDMSALLKLAFSDTRVNEWVIFIMGGLILVIPFLLILGSYARIVSSILKVPSSKGICKAFSTCGSHLSVVSLFYGTVIGLYLCSSANSSTLKDTVMAMMYTVVTPMLNPFIYSLRNRDMKGA.... Result: 1 (interaction). (5) The miRNA is hsa-miR-143-5p with sequence GGUGCAGUGCUGCAUCUCUGGU. The protein sequence of the target gene is MATGGQQKENTLLHLFAGGCGGTVGAIFTCPLEVIKTRLQSSRLALRTVYYPQVHLGTISGAGMVRPTSVTPGLFQVLKSILEKEGPKSLFRGLGPNLVGVAPSRAVYFACYSKAKEQFNGIFVPNSNIVHIFSAGSAAFITNSLMNPIWMVKTRMQLEQKVRGSKQMNTLQCARYVYQTEGIRGFYRGLTASYAGISETIICFAIYESLKKYLKEAPLASSANGTEKNSTSFFGLMAAAALSKGCASCIAYPHEVIRTRLREEGTKYKSFVQTARLVFREEGYLAFYRGLFAQLIRQIP.... Result: 1 (interaction). (6) The protein sequence of the target gene is MNRGGGSPSAAANYLLCTNCRKVLRKDKRIRVSQPLTRGPSAFIPEKEVVQANTVDERTNFLVEEYSTSGRLDNITQVMSLHTQYLESFLRSQFYMLRMDGPLPLPYRHYIAIMAAARHQCSYLINMHVDEFLKTGGIAEWLNGLEYVPQRLKNLNEINKLLAHRPWLITKEHIQKLVKTGENNWSLPELVHAVVLLAHYHALASFVFGSGINPERDPEISNGFRLISVNNFCVCDLANDNNIENASLSGSNFGIVDSLSELEALMERMKRLQEEREDEEASQEEMSTRFEKEKKESLFV.... The miRNA is mmu-miR-6516-3p with sequence UCAUGUAUGAUACUGCAAACAG. Result: 0 (no interaction). (7) The miRNA is hsa-miR-1285-5p with sequence GAUCUCACUUUGUUGCCCAGG. The protein sequence of the target gene is MPAPVGRRSPPSPRSSMAAVALRDSAQGMTFEDVAIYFSQEEWELLDESQRFLYCDVMLENFAHVTSLGYCHGMENEAIASEQSVSIQVRTSKGNTPTQKTHLSEIKMCVPVLKDILPAAEHQTTSPVQKSYLGSTSMRGFCFSADLHQHQKHYNEEEPWKRKVDEATFVTGCRFHVLNYFTCGEAFPAPTDLLQHEATPSGEEPHSSSSKHIQAFFNAKSYYKWGEYRKASSHKHTLVQHQSVCSEGGLYECSKCEKAFTCKNTLVQHQQIHTGQKMFECSECEESFSKKCHLILHKII.... Result: 1 (interaction). (8) The miRNA is hsa-miR-5002-5p with sequence AAUUUGGUUUCUGAGGCACUUAGU. The protein sequence of the target gene is MGSVGSQRLEEPSVAGTPDPGVVMSFTFDSHQLEEAAEAAQGQGLRARGVPAFTDTTLDEPVPDDRYHAIYFAMLLAGVGFLLPYNSFITDVDYLHHKYPGTSIVFDMSLTYILVALAAVLLNNVLVERLTLHTRITAGYLLALGPLLFISICDVWLQLFSRDQAYAINLAAVGTVAFGCTVQQSSFYGYTGMLPKRYTQGVMTGESTAGVMISLSRILTKLLLPDERASTLIFFLVSVALELLCFLLHLLVRRSRFVLFYTTRPRDSHRGRPGLGRGYGYRVHHDVVAGDVHFEHPAPA.... Result: 0 (no interaction). (9) The miRNA is hsa-miR-6881-3p with sequence AUCCUCUUUCGUCCUUCCCACU. The protein sequence of the target gene is MGASSSSALARLGLPARPWPRWLGVAALGLAAVALGTVAWRRAWPRRRRRLQQVGTVAKLWIYPVKSCKGVPVSEAECTAMGLRSGNLRDRFWLVIKEDGHMVTARQEPRLVLISIIYENNCLIFRAPDMDQLVLPSKQPSSNKLHNCRIFGLDIKGRDCGNEAAKWFTNFLKTEAYRLVQFETNMKGRTSRKLLPTLDQNFQVAYPDYCPLLIMTDASLVDLNTRMEKKMKMENFRPNIVVTGCDAFEEDTWDELLIGSVEVKKVMACPRCILTTVDPDTGVIDRKQPLDTLKSYRLCD.... Result: 1 (interaction). (10) The miRNA is hsa-miR-6849-5p with sequence GAGUGGAUAGGGGAGUGUGUGGA. The protein sequence of the target gene is MCGIFAYMNYRVPRTRKEIFETLIKGLQRLEYRGYDSAGVAIDGNNHEVKERHIQLVKKRGKVKALDEELYKQDSMDLKVEFETHFGIAHTRWATHGVPSAVNSHPQRSDKGNEFVVIHNGIITNYKDLRKFLESKGYEFESETDTETIAKLIKYVFDNRETEDITFSTLVERVIQQLEGAFALVFKSVHYPGEAVATRRGSPLLIGVRSKYKLSTEQIPILYRTCTLENVKNICKTRMKRLDSSACLHAVGDKAVEFFFASDASAIIEHTNRVIFLEDDDIAAVADGKLSIHRVKRSAS.... Result: 1 (interaction).